This data is from Catalyst prediction with 721,799 reactions and 888 catalyst types from USPTO. The task is: Predict which catalyst facilitates the given reaction. (1) Reactant: C([O:4][C:5]1[C:12]([O:13][CH3:14])=[CH:11][CH:10]=[C:9]([Br:15])[C:6]=1[CH:7]=[O:8])(=O)C.C(=O)(O)[O-].[Na+]. Product: [OH:4][C:5]1[C:12]([O:13][CH3:14])=[CH:11][CH:10]=[C:9]([Br:15])[C:6]=1[CH:7]=[O:8]. The catalyst class is: 5. (2) Reactant: [Cl:1][CH2:2][C:3]([C:5]1[CH:10]=[CH:9][CH:8]=[CH:7][CH:6]=1)=[O:4].[C:11]([O:15][C:16]([NH:18][CH:19]([C:31]1[CH:36]=[CH:35][CH:34]=[CH:33][CH:32]=1)[C:20]([O:22][C@@H:23]1[CH:28]2[CH2:29][CH2:30][N:25]([CH2:26][CH2:27]2)[CH2:24]1)=[O:21])=[O:17])([CH3:14])([CH3:13])[CH3:12].CCOCC. Product: [Cl-:1].[C:11]([O:15][C:16]([NH:18][CH:19]([C:31]1[CH:36]=[CH:35][CH:34]=[CH:33][CH:32]=1)[C:20]([O:22][C@@H:23]1[CH:28]2[CH2:29][CH2:30][N+:25]([CH2:2][C:3](=[O:4])[C:5]3[CH:10]=[CH:9][CH:8]=[CH:7][CH:6]=3)([CH2:26][CH2:27]2)[CH2:24]1)=[O:21])=[O:17])([CH3:14])([CH3:12])[CH3:13]. The catalyst class is: 25. (3) Product: [C:18]([O:17][C:15]([NH:14][CH:8]1[C:7]2[C:11](=[CH:12][CH:13]=[C:5]([C:3]([OH:4])=[O:2])[CH:6]=2)[CH2:10][CH2:9]1)=[O:16])([CH3:21])([CH3:19])[CH3:20]. Reactant: C[O:2][C:3]([C:5]1[CH:6]=[C:7]2[C:11](=[CH:12][CH:13]=1)[CH2:10][CH2:9][CH:8]2[NH:14][C:15]([O:17][C:18]([CH3:21])([CH3:20])[CH3:19])=[O:16])=[O:4].O.[OH-].[Li+]. The catalyst class is: 87. (4) The catalyst class is: 5. Reactant: [CH3:1][O:2][C:3]1[CH:11]=[CH:10][CH:9]=[CH:8][C:4]=1[CH2:5][C:6]#[N:7].[CH3:12][C:13]([CH3:15])=O.[OH-].[K+]. Product: [CH3:1][O:2][C:3]1[CH:11]=[CH:10][CH:9]=[CH:8][C:4]=1[C:5](=[C:13]([CH3:15])[CH3:12])[C:6]#[N:7]. (5) Reactant: [Cl:1][C:2]1[CH:10]=[CH:9][C:5]([C:6](O)=[O:7])=[CH:4][C:3]=1[I:11].C(Cl)(=O)C([Cl:15])=O.CN(C=O)C. Product: [Cl:1][C:2]1[CH:10]=[CH:9][C:5]([C:6]([Cl:15])=[O:7])=[CH:4][C:3]=1[I:11]. The catalyst class is: 2. (6) Reactant: [F:1][C:2]([F:12])([F:11])[C:3]1[CH:10]=[CH:9][C:6]([CH2:7][NH2:8])=[CH:5][CH:4]=1.ClC(Cl)(OC(=O)OC(Cl)(Cl)Cl)Cl.[N-:25]=[C:26]=[O:27].N[C:29]1[C:38]2[NH:37][C:36](=[O:39])[CH2:35][O:34][C:33]=2[CH:32]=[CH:31][CH:30]=1. Product: [F:1][C:2]([F:11])([F:12])[C:3]1[CH:10]=[CH:9][C:6]([CH2:7][NH:8][C:26]([NH:25][C:29]2[C:38]3[NH:37][C:36](=[O:39])[CH2:35][O:34][C:33]=3[CH:32]=[CH:31][CH:30]=2)=[O:27])=[CH:5][CH:4]=1. The catalyst class is: 329.